Dataset: Full USPTO retrosynthesis dataset with 1.9M reactions from patents (1976-2016). Task: Predict the reactants needed to synthesize the given product. (1) Given the product [Cl:1][C:2]1[CH:3]=[C:4]([C:8]([OH:29])([C:23]2[CH:24]=[N:25][CH:26]=[CH:27][CH:28]=2)[C:9]([N:11]2[CH2:22][CH2:21][CH2:20][C@H:12]2[C:13]([OH:15])=[O:14])=[O:10])[CH:5]=[CH:6][CH:7]=1, predict the reactants needed to synthesize it. The reactants are: [Cl:1][C:2]1[CH:3]=[C:4]([C:8]([OH:29])([C:23]2[CH:24]=[N:25][CH:26]=[CH:27][CH:28]=2)[C:9]([N:11]2[CH2:22][CH2:21][CH2:20][C@H:12]2[C:13]([O:15]C(C)(C)C)=[O:14])=[O:10])[CH:5]=[CH:6][CH:7]=1.FC(F)(F)C(O)=O. (2) Given the product [I-:29].[C:1]12([C:11]3[CH:27]=[CH:26][C:14]([O:15][CH2:16][C:17]([N:19]4[CH2:24][CH2:23][N+:22]([CH3:28])([CH3:25])[CH2:21][CH2:20]4)=[O:18])=[CH:13][CH:12]=3)[CH2:10][CH:5]3[CH2:6][CH:7]([CH2:9][CH:3]([CH2:4]3)[CH2:2]1)[CH2:8]2, predict the reactants needed to synthesize it. The reactants are: [C:1]12([C:11]3[CH:27]=[CH:26][C:14]([O:15][CH2:16][C:17]([N:19]4[CH2:24][CH2:23][N:22]([CH3:25])[CH2:21][CH2:20]4)=[O:18])=[CH:13][CH:12]=3)[CH2:10][CH:5]3[CH2:6][CH:7]([CH2:9][CH:3]([CH2:4]3)[CH2:2]1)[CH2:8]2.[CH3:28][I:29]. (3) Given the product [Cl:16][C:17]1[N:22]=[CH:21][C:20]([CH2:23][N:24]([CH2:25][CH:26]([F:28])[F:27])[C:9]2[CH2:13][O:12][C:11](=[O:14])[CH:10]=2)=[CH:19][CH:18]=1, predict the reactants needed to synthesize it. The reactants are: S([O-])(O)(=O)=O.[K+].CN(C)[C:9]1[CH2:13][O:12][C:11](=[O:14])[CH:10]=1.[Cl:16][C:17]1[N:22]=[CH:21][C:20]([CH2:23][NH:24][CH2:25][CH:26]([F:28])[F:27])=[CH:19][CH:18]=1. (4) Given the product [C:9]([NH:12][C:13]1[S:14][C:15]([C:34]([NH:36][CH2:37][C:38]2[CH:39]=[CH:40][C:41]([S:1]([CH3:46])(=[O:6])=[O:2])=[CH:42][CH:43]=2)=[O:35])=[C:16]([CH2:18][CH2:19][C:20]2[CH:21]=[CH:22][C:23]([NH:26][C:27](=[O:33])[O:28][C:29]([CH3:32])([CH3:31])[CH3:30])=[CH:24][CH:25]=2)[N:17]=1)(=[O:11])[CH3:10], predict the reactants needed to synthesize it. The reactants are: [S:1]([O-:6])(O[O-])(=O)=[O:2].[K+].[K+].[C:9]([NH:12][C:13]1[S:14][C:15]([C:34]([NH:36][CH2:37][C:38]2[CH:43]=[CH:42][C:41](SC)=[CH:40][CH:39]=2)=[O:35])=[C:16]([CH2:18][CH2:19][C:20]2[CH:25]=[CH:24][C:23]([NH:26][C:27](=[O:33])[O:28][C:29]([CH3:32])([CH3:31])[CH3:30])=[CH:22][CH:21]=2)[N:17]=1)(=[O:11])[CH3:10].[CH2:46]1COCC1. (5) Given the product [N:44]12[CH2:51][CH2:50][CH:47]([CH2:48][CH2:49]1)[C@@H:46]([O:10][C:9](=[O:11])[CH:8]([C:5]1[CH:4]=[CH:3][C:2]([Cl:1])=[CH:7][CH:6]=1)[NH:12][C:13]1[CH:14]=[CH:15][CH:16]=[CH:17][CH:18]=1)[CH2:45]2, predict the reactants needed to synthesize it. The reactants are: [Cl:1][C:2]1[CH:7]=[CH:6][C:5]([CH:8]([NH:12][C:13]2[CH:18]=[CH:17][CH:16]=[CH:15][CH:14]=2)[C:9]([OH:11])=[O:10])=[CH:4][CH:3]=1.C1C=CC2N(O)N=NC=2C=1.C1CCC(N=C=NC2CCCCC2)CC1.[N:44]12[CH2:51][CH2:50][CH:47]([CH2:48][CH2:49]1)[C@@H:46](O)[CH2:45]2. (6) Given the product [CH2:1]1[O:10][CH:11]([C:12]2[CH:17]=[CH:16][CH:15]=[CH:14][CH:13]=2)[O:8][C@H:3]([C@H:4]([OH:7])[CH2:5][OH:6])[C@@H:2]1[OH:9], predict the reactants needed to synthesize it. The reactants are: [CH2:1]([OH:10])[C@@H:2]([OH:9])[CH:3]([OH:8])[C@H:4]([OH:7])[CH2:5][OH:6].[CH:11](=O)[C:12]1[CH:17]=[CH:16][CH:15]=[CH:14][CH:13]=1.N. (7) Given the product [CH3:1][O:2][C:3]1[CH:4]=[CH:5][C:6]2[N:11]=[CH:10][C:9](=[O:12])[N:8]([C:13]3[CH:14]=[C:15]4[O:22][CH2:21][CH:20]([NH:33][O:32][CH2:25][C:26]5[CH:31]=[CH:30][CH:29]=[CH:28][CH:27]=5)[CH2:19][C:16]4=[N:17][CH:18]=3)[C:7]=2[N:23]=1, predict the reactants needed to synthesize it. The reactants are: [CH3:1][O:2][C:3]1[CH:4]=[CH:5][C:6]2[N:11]=[CH:10][C:9](=[O:12])[N:8]([C:13]3[CH:14]=[C:15]4[O:22][CH2:21][CH:20]=[CH:19][C:16]4=[N:17][CH:18]=3)[C:7]=2[N:23]=1.Cl.[CH2:25]([O:32][NH2:33])[C:26]1[CH:31]=[CH:30][CH:29]=[CH:28][CH:27]=1.